From a dataset of Catalyst prediction with 721,799 reactions and 888 catalyst types from USPTO. Predict which catalyst facilitates the given reaction. (1) Reactant: [Br:1][C:2]1[CH:3]=[C:4]([NH:8][C:9]([N:11]2[CH2:16][CH2:15][N:14]([C:17]([O:19][C:20]([CH3:23])([CH3:22])[CH3:21])=[O:18])[CH2:13][CH:12]2[CH2:24]O)=[O:10])[CH:5]=[CH:6][CH:7]=1.C1(P(C2C=CC=CC=2)C2C=CC=CC=2)C=CC=CC=1.N(C(OCC)=O)=NC(OCC)=O.C1(C)C=CC=CC=1.O. Product: [Br:1][C:2]1[CH:3]=[C:4]([N:8]2[CH2:24][CH:12]3[CH2:13][N:14]([C:17]([O:19][C:20]([CH3:22])([CH3:21])[CH3:23])=[O:18])[CH2:15][CH2:16][N:11]3[C:9]2=[O:10])[CH:5]=[CH:6][CH:7]=1. The catalyst class is: 9. (2) Reactant: C(N1C=CN=C1)(N1[CH:7]=[CH:6]N=C1)=O.[OH:13]CC1CC1.[Cl:18][C:19]1[CH:20]=[C:21]([C@@H:26]2[C@@H:30]([NH:31][CH3:32])[CH2:29][N:28]([C:33]([CH:35]3[CH2:40][CH2:39][N:38]([C:41]([C:43]4([CH3:46])[CH2:45][CH2:44]4)=[O:42])[CH2:37][CH2:36]3)=[O:34])[CH2:27]2)[CH:22]=[CH:23][C:24]=1[Cl:25].O1[CH2:52][CH2:51][O:50][CH2:49]C1. Product: [CH:52]1([CH2:51][O:50][C:49](=[O:13])[N:31]([C@@H:30]2[C@@H:26]([C:21]3[CH:22]=[CH:23][C:24]([Cl:25])=[C:19]([Cl:18])[CH:20]=3)[CH2:27][N:28]([C:33]([CH:35]3[CH2:40][CH2:39][N:38]([C:41]([C:43]4([CH3:46])[CH2:44][CH2:45]4)=[O:42])[CH2:37][CH2:36]3)=[O:34])[CH2:29]2)[CH3:32])[CH2:7][CH2:6]1. The catalyst class is: 13. (3) Reactant: [CH3:1][O:2][C:3](=[O:14])[CH2:4][C:5]1[CH:13]=[CH:12][C:8]([C:9]([OH:11])=O)=[CH:7][CH:6]=1.C(Cl)(=O)C(Cl)=O.[C:21]1([O:27][CH3:28])[CH:26]=[CH:25][CH:24]=[CH:23][CH:22]=1.[Al+3].[Cl-].[Cl-].[Cl-].Cl. Product: [CH3:28][O:27][C:21]1[CH:26]=[CH:25][C:24]([C:9]([C:8]2[CH:7]=[CH:6][C:5]([CH2:4][C:3]([O:2][CH3:1])=[O:14])=[CH:13][CH:12]=2)=[O:11])=[CH:23][CH:22]=1. The catalyst class is: 59. (4) Reactant: [Br:1][C:2]1[CH:7]=[C:6]([CH2:8][OH:9])[CH:5]=[CH:4][N:3]=1.[Si:10](Cl)([C:13]([CH3:16])([CH3:15])[CH3:14])([CH3:12])[CH3:11].N1C=CN=C1. The catalyst class is: 2. Product: [Br:1][C:2]1[CH:7]=[C:6]([CH2:8][O:9][Si:10]([C:13]([CH3:16])([CH3:15])[CH3:14])([CH3:12])[CH3:11])[CH:5]=[CH:4][N:3]=1. (5) Reactant: N[C:2]1[CH:11]=[CH:10][C:5]([C:6]([O:8][CH3:9])=[O:7])=[C:4]([O:12][CH3:13])[CH:3]=1.S(=O)(=O)(O)[OH:15].N([O-])=O.[Na+]. Product: [OH:15][C:2]1[CH:11]=[CH:10][C:5]([C:6]([O:8][CH3:9])=[O:7])=[C:4]([O:12][CH3:13])[CH:3]=1. The catalyst class is: 2.